From a dataset of Forward reaction prediction with 1.9M reactions from USPTO patents (1976-2016). Predict the product of the given reaction. (1) Given the reactants [CH3:1][O:2][CH2:3][C@H:4]([CH3:38])[O:5][C:6]1[CH:7]=[C:8]([C:23]2[NH:27][C:26]([C:28]([O:30]CC3C=CC=CC=3)=[O:29])=[CH:25][CH:24]=2)[CH:9]=[C:10]([O:12][C:13]2[CH:14]=[N:15][C:16]([S:19]([CH3:22])(=[O:21])=[O:20])=[CH:17][CH:18]=2)[CH:11]=1, predict the reaction product. The product is: [CH3:1][O:2][CH2:3][C@H:4]([CH3:38])[O:5][C:6]1[CH:7]=[C:8]([C:23]2[NH:27][C:26]([C:28]([OH:30])=[O:29])=[CH:25][CH:24]=2)[CH:9]=[C:10]([O:12][C:13]2[CH:14]=[N:15][C:16]([S:19]([CH3:22])(=[O:21])=[O:20])=[CH:17][CH:18]=2)[CH:11]=1. (2) Given the reactants [Cl:1][C:2]1[CH:3]=[C:4]2[C:9](=[CH:10][CH:11]=1)[N:8]=[C:7]([C:12]([CH3:14])=[CH2:13])[NH:6][C:5]2=[O:15].[Si]([CH:20]=[N+:21]=[N-:22])(C)(C)C, predict the reaction product. The product is: [Cl:1][C:2]1[CH:3]=[C:4]2[C:9](=[CH:10][CH:11]=1)[N:8]=[C:7]([C:12]1([CH3:14])[CH2:13][CH:20]=[N:21][NH:22]1)[NH:6][C:5]2=[O:15].